This data is from Reaction yield outcomes from USPTO patents with 853,638 reactions. The task is: Predict the reaction yield, written as a fraction of the theoretical maximum amount of product (1.0 means a 100% yield; for example, 0.34 means a 34% yield). (1) The reactants are [NH2:1][C:2]1[C:11]([F:12])=[C:10]([NH:13][CH2:14][CH2:15][NH:16][C:17]2[CH:22]=[CH:21][C:20]([C:23]([O:25]CC)=[O:24])=[CH:19][N:18]=2)[C:9]([O:28][CH3:29])=[C:8]2[C:3]=1[C:4](=[O:33])[CH:5]=[CH:6][N:7]2[CH:30]1[CH2:32][CH2:31]1.Cl. The catalyst is CCO.[OH-].[Na+].O. The product is [NH2:1][C:2]1[C:11]([F:12])=[C:10]([NH:13][CH2:14][CH2:15][NH:16][C:17]2[CH:22]=[CH:21][C:20]([C:23]([OH:25])=[O:24])=[CH:19][N:18]=2)[C:9]([O:28][CH3:29])=[C:8]2[C:3]=1[C:4](=[O:33])[CH:5]=[CH:6][N:7]2[CH:30]1[CH2:32][CH2:31]1. The yield is 0.380. (2) The reactants are [C:1]([C:3]1[CH:4]=[C:5]([CH:11]=[CH:12][CH:13]=1)[C:6]([O:8][CH2:9][CH3:10])=[O:7])#[N:2].[CH:14]([C:17]1[CH:22]=[CH:21][C:20]([C:23]2OC(=O)[S:25][N:24]=2)=[CH:19][CH:18]=1)([CH3:16])[CH3:15]. No catalyst specified. The product is [CH:14]([C:17]1[CH:22]=[CH:21][C:20]([C:23]2[N:2]=[C:1]([C:3]3[CH:4]=[C:5]([CH:11]=[CH:12][CH:13]=3)[C:6]([O:8][CH2:9][CH3:10])=[O:7])[S:25][N:24]=2)=[CH:19][CH:18]=1)([CH3:16])[CH3:15]. The yield is 0.0300. (3) The reactants are [Br:1][C:2]1[CH:7]=[CH:6][N:5]2[N:8]=[C:9]([C:15]3[CH:20]=[CH:19][C:18]([O:21][CH3:22])=[CH:17][CH:16]=3)[C:10](/[C:11](=[N:13]/[OH:14])/[NH2:12])=[C:4]2[CH:3]=1.[C:23](N1C=CN=C1)(N1C=CN=C1)=[O:24].N12CCCN=C1CCCCC2. The yield is 0.780. The catalyst is O1CCOCC1.Cl. The product is [Br:1][C:2]1[CH:7]=[CH:6][N:5]2[N:8]=[C:9]([C:15]3[CH:20]=[CH:19][C:18]([O:21][CH3:22])=[CH:17][CH:16]=3)[C:10]([C:11]3[NH:12][C:23](=[O:24])[O:14][N:13]=3)=[C:4]2[CH:3]=1. (4) The reactants are Br[C:2]1[C:7]2[S:8][C:9]([C:11]3[C:18]([F:19])=[CH:17][C:14]([C:15]#[N:16])=[CH:13][C:12]=3[Cl:20])=[N:10][C:6]=2[CH:5]=[CH:4][N:3]=1.[NH2:21][C:22]1[CH:27]=[C:26]([CH3:28])[N:25]=[CH:24][N:23]=1.CC1(C)C2C(=C(P(C3C=CC=CC=3)C3C=CC=CC=3)C=CC=2)OC2C(P(C3C=CC=CC=3)C3C=CC=CC=3)=CC=CC1=2.C(=O)([O-])[O-].[Cs+].[Cs+]. The catalyst is O1CCOCC1.C1C=CC(/C=C/C(/C=C/C2C=CC=CC=2)=O)=CC=1.C1C=CC(/C=C/C(/C=C/C2C=CC=CC=2)=O)=CC=1.C1C=CC(/C=C/C(/C=C/C2C=CC=CC=2)=O)=CC=1.[Pd].[Pd]. The product is [Cl:20][C:12]1[CH:13]=[C:14]([CH:17]=[C:18]([F:19])[C:11]=1[C:9]1[S:8][C:7]2[C:2]([NH:21][C:22]3[CH:27]=[C:26]([CH3:28])[N:25]=[CH:24][N:23]=3)=[N:3][CH:4]=[CH:5][C:6]=2[N:10]=1)[C:15]#[N:16]. The yield is 0.350. (5) The reactants are [C:1]([O:4][C@H:5]1[C@H:10]([O:11][C:12](=[O:14])[CH3:13])[C@@H:9]([O:15][C:16](=[O:18])[CH3:17])[C@H:8]([C:19]2[CH:24]=[CH:23][C:22]([Cl:25])=[C:21]([CH2:26][C:27]3[CH:32]=[CH:31][C:30]([OH:33])=[CH:29][CH:28]=3)[CH:20]=2)[O:7][CH:6]1Br)(=[O:3])[CH3:2].[CH3:35][OH:36]. No catalyst specified. The product is [C:16]([O:15][C@@H:9]1[C@@H:10]([O:11][C:12](=[O:14])[CH3:13])[C@H:5]([O:4][C:1](=[O:3])[CH3:2])[C@@H:6]([O:36][CH3:35])[O:7][C@H:8]1[C:19]1[CH:24]=[CH:23][C:22]([Cl:25])=[C:21]([CH2:26][C:27]2[CH:32]=[CH:31][C:30]([OH:33])=[CH:29][CH:28]=2)[CH:20]=1)(=[O:18])[CH3:17]. The yield is 0.650. (6) The reactants are Br[C:2]1[CH:3]=[CH:4][C:5]([O:8][C:9]2[CH:14]=[CH:13][CH:12]=[CH:11][CH:10]=2)=[N:6][CH:7]=1.C([Li])CCC.CN(C)[CH:22]=[O:23].[BH4-].[Na+]. The catalyst is O.CO.C(OCC)C. The product is [O:8]([C:5]1[N:6]=[CH:7][C:2]([CH2:22][OH:23])=[CH:3][CH:4]=1)[C:9]1[CH:14]=[CH:13][CH:12]=[CH:11][CH:10]=1. The yield is 0.665. (7) The reactants are [N+:1]([C:4]1[CH:5]=[C:6]2[C:11](=[CH:12][CH:13]=1)[N:10]=[C:9]([OH:14])[CH:8]=[CH:7]2)([O-])=O. The catalyst is CCO.O=[Pt]=O. The product is [NH2:1][C:4]1[CH:5]=[C:6]2[C:11](=[CH:12][CH:13]=1)[NH:10][C:9](=[O:14])[CH:8]=[CH:7]2. The yield is 0.920.